This data is from Forward reaction prediction with 1.9M reactions from USPTO patents (1976-2016). The task is: Predict the product of the given reaction. (1) Given the reactants [CH:1]1([CH2:7][C@H:8]([CH2:12][CH:13]=[CH2:14])[CH2:9][NH:10][CH3:11])[CH2:6][CH2:5][CH2:4][CH2:3][CH2:2]1.CCN(CC)CC.[CH3:34][C:33]([O:32][C:30](O[C:30]([O:32][C:33]([CH3:36])([CH3:35])[CH3:34])=[O:31])=[O:31])([CH3:36])[CH3:35], predict the reaction product. The product is: [CH:1]1([CH2:7][C@H:8]([CH2:12][CH:13]=[CH2:14])[CH2:9][N:10]([CH3:11])[C:30](=[O:31])[O:32][C:33]([CH3:34])([CH3:35])[CH3:36])[CH2:6][CH2:5][CH2:4][CH2:3][CH2:2]1. (2) Given the reactants [ClH:1].[NH2:2][CH:3]1[CH2:8][CH2:7][N:6]([CH2:9][CH2:10][N:11]2[C:16](=[O:17])[CH:15]=[N:14][C:13]3[CH:18]=[CH:19][C:20]([O:22][CH3:23])=[N:21][C:12]2=3)[CH2:5][CH2:4]1.[O:24]=[C:25]1[NH:36][C:29]2[N:30]=[C:31]([CH:34]=O)[N:32]=[CH:33][C:28]=2[CH2:27][CH2:26]1.C([O-])(O)=O.[Na+].[O-]S([O-])(=O)=O.[Na+].[Na+].[BH-](OC(C)=O)(OC(C)=O)OC(C)=O.[Na+].CO.[CH2:65]([Cl:67])[Cl:66], predict the reaction product. The product is: [CH2:65]([Cl:67])[Cl:66].[CH2:65]([Cl:67])[Cl:66].[CH3:16][OH:17].[NH4+:2].[OH-:24].[ClH:1].[CH3:23][O:22][C:20]1[CH:19]=[CH:18][C:13]2[N:14]=[CH:15][C:16](=[O:17])[N:11]([CH2:10][CH2:9][N:6]3[CH2:5][CH2:4][CH:3]([NH:2][CH2:34][C:31]4[NH:30][C:29]5=[N:36][C:25](=[O:24])[CH2:26][CH2:27][C:28]5=[CH:33][N:32]=4)[CH2:8][CH2:7]3)[C:12]=2[N:21]=1. (3) Given the reactants [N:1]1[CH:6]=[CH:5][C:4]([C:7]2[C:15]3[C:10](=[CH:11][CH:12]=[C:13]([NH:16][C:17]([C:19]4[CH:28]=[CH:27][C:22]([C:23]([O:25]C)=[O:24])=[CH:21][CH:20]=4)=[O:18])[CH:14]=3)[NH:9][N:8]=2)=[CH:3][CH:2]=1.O.[OH-].[Li+], predict the reaction product. The product is: [N:1]1[CH:2]=[CH:3][C:4]([C:7]2[C:15]3[C:10](=[CH:11][CH:12]=[C:13]([NH:16][C:17]([C:19]4[CH:20]=[CH:21][C:22]([C:23]([OH:25])=[O:24])=[CH:27][CH:28]=4)=[O:18])[CH:14]=3)[NH:9][N:8]=2)=[CH:5][CH:6]=1. (4) Given the reactants [C:1]([O:5][C:6]12[CH2:15][CH:10]3[CH2:11][CH:12]([CH2:14][C:8]([C:16]([OH:18])=[O:17])([CH2:9]3)[CH2:7]1)[CH2:13]2)(=[O:4])[CH:2]=[CH2:3].[CH2:19]=[C:20]([CH3:22])[CH3:21].S(=O)(=O)(O)O, predict the reaction product. The product is: [C:1]([O:5][C:6]12[CH2:15][CH:10]3[CH2:11][CH:12]([CH2:14][C:8]([C:16]([O:18][C:20]([CH3:22])([CH3:21])[CH3:19])=[O:17])([CH2:9]3)[CH2:7]1)[CH2:13]2)(=[O:4])[CH:2]=[CH2:3]. (5) Given the reactants [C:1]1([C@H:7]([CH3:11])[C:8](Cl)=[O:9])[CH:6]=[CH:5][CH:4]=[CH:3][CH:2]=1.[Cl:12][C:13]1[CH:14]=[N:15][CH:16]=[C:17]([Cl:32])[C:18]=1[CH2:19][C:20]([C:22]1[CH:27]=[CH:26][C:25]([O:28][CH3:29])=[C:24]([O:30][CH3:31])[CH:23]=1)=[O:21], predict the reaction product. The product is: [Cl:32][C:17]1[CH:16]=[N:15][CH:14]=[C:13]([Cl:12])[C:18]=1/[CH:19]=[C:20](\[O:21][C:8](=[O:9])[C@H:7]([C:1]1[CH:6]=[CH:5][CH:4]=[CH:3][CH:2]=1)[CH3:11])/[C:22]1[CH:27]=[CH:26][C:25]([O:28][CH3:29])=[C:24]([O:30][CH3:31])[CH:23]=1. (6) Given the reactants [CH3:1][O:2][C:3]1[CH:8]=[C:7]([N+:9]([O-:11])=[O:10])[CH:6]=[CH:5][C:4]=1[OH:12].Cl.Cl[CH2:15][CH2:16][CH2:17][NH2+:18][CH3:19].[C:20](=O)([O-])[O-].[K+].[K+], predict the reaction product. The product is: [CH3:1][O:2][C:3]1[CH:8]=[C:7]([N+:9]([O-:11])=[O:10])[CH:6]=[CH:5][C:4]=1[O:12][CH2:15][CH2:16][CH2:17][N:18]([CH3:19])[CH3:20]. (7) Given the reactants [Cl:1][C:2]1[CH:8]=[C:7](I)[CH:6]=[CH:5][C:3]=1[NH2:4].I[C:11]([F:17])([F:16])[C:12]([F:15])([F:14])[F:13], predict the reaction product. The product is: [Cl:1][C:2]1[CH:8]=[C:7]([C:11]([F:17])([F:16])[C:12]([F:15])([F:14])[F:13])[CH:6]=[CH:5][C:3]=1[NH2:4].